This data is from Catalyst prediction with 721,799 reactions and 888 catalyst types from USPTO. The task is: Predict which catalyst facilitates the given reaction. (1) Reactant: [CH3:1][C:2]([O:5][C:6]([N:8]1[CH2:12][CH:11]([C:13]([OH:15])=[O:14])[CH2:10][CH2:9]1)=[O:7])([CH3:4])[CH3:3].[CH2:16](Br)[C:17]1[CH:22]=[CH:21][CH:20]=[CH:19][CH:18]=1.C1CCN2C(=NCCC2)CC1. Product: [C:2]([O:5][C:6]([N:8]1[CH2:9][CH2:10][CH:11]([C:13]([O:15][CH2:16][C:17]2[CH:22]=[CH:21][CH:20]=[CH:19][CH:18]=2)=[O:14])[CH2:12]1)=[O:7])([CH3:1])([CH3:3])[CH3:4]. The catalyst class is: 11. (2) The catalyst class is: 21. Reactant: [CH3:1][C:2]1[S:6][C:5]2[NH:7][C:8]3[CH:9]=[CH:10][CH:11]=[CH:12][C:13]=3[N:14]=[C:15]([N:16]3[CH2:21][CH2:20][N:19]([CH3:22])[CH2:18][CH2:17]3)[C:4]=2[CH:3]=1.O.[C:24]1([S:30]([OH:33])(=[O:32])=[O:31])[CH:29]=[CH:28][CH:27]=[CH:26][CH:25]=1. Product: [CH3:1][C:2]1[S:6][C:5]2[NH:7][C:8]3[CH:9]=[CH:10][CH:11]=[CH:12][C:13]=3[N:14]=[C:15]([N:16]3[CH2:17][CH2:18][N:19]([CH3:22])[CH2:20][CH2:21]3)[C:4]=2[CH:3]=1.[S:30]([C:24]1[CH:29]=[CH:28][CH:27]=[CH:26][CH:25]=1)([O-:33])(=[O:32])=[O:31].